From a dataset of Forward reaction prediction with 1.9M reactions from USPTO patents (1976-2016). Predict the product of the given reaction. (1) Given the reactants [C:1]([O:5][C:6]([N:8]1[CH2:13][CH2:12][CH:11]([C:14]([OH:16])=O)[CH2:10][CH2:9]1)=[O:7])([CH3:4])([CH3:3])[CH3:2].CN(C(ON1N=NC2C=CC=NC1=2)=[N+](C)C)C.F[P-](F)(F)(F)(F)F.CCN(C(C)C)C(C)C.[NH2:50][C:51]1[CH:56]=[CH:55][CH:54]=[C:53]([C:57]2[CH:62]=[CH:61][CH:60]=[CH:59][CH:58]=2)[C:52]=1[C:63]([NH2:65])=[O:64], predict the reaction product. The product is: [C:63]([C:52]1[C:51]([NH:50][C:14]([CH:11]2[CH2:10][CH2:9][N:8]([C:6]([O:5][C:1]([CH3:2])([CH3:3])[CH3:4])=[O:7])[CH2:13][CH2:12]2)=[O:16])=[CH:56][CH:55]=[CH:54][C:53]=1[C:57]1[CH:62]=[CH:61][CH:60]=[CH:59][CH:58]=1)(=[O:64])[NH2:65]. (2) Given the reactants [CH3:1][C:2]1[CH:3]=[C:4]([CH:16]=[CH:17][C:18]=1[CH3:19])[C:5]([C:7]1[CH:15]=[CH:14][CH:13]=[CH:12][C:8]=1[C:9](O)=O)=O.[OH2:20].[NH2:21][NH2:22].C1(P([NH:37]O)(C2C=CC=CC=2)=O)C=CC=CC=1, predict the reaction product. The product is: [NH2:21][N:22]1[N:37]=[C:5]([C:4]2[CH:16]=[CH:17][C:18]([CH3:19])=[C:2]([CH3:1])[CH:3]=2)[C:7]2[C:8](=[CH:12][CH:13]=[CH:14][CH:15]=2)[C:9]1=[O:20]. (3) The product is: [NH2:20][C:7]1[CH:6]=[C:5]([C:1]([CH3:4])([CH3:3])[CH3:2])[CH:10]=[CH:9][C:8]=1[NH:11][C:12](=[O:19])[CH2:13][N:14]1[CH2:18][CH2:17][CH2:16][CH2:15]1. Given the reactants [C:1]([C:5]1[CH:10]=[CH:9][C:8]([NH:11][C:12](=[O:19])[CH2:13][N:14]2[CH2:18][CH2:17][CH2:16][CH2:15]2)=[C:7]([N+:20]([O-])=O)[CH:6]=1)([CH3:4])([CH3:3])[CH3:2], predict the reaction product. (4) The product is: [CH3:15][CH:14]([CH3:16])[CH2:13][C@H:12]([NH:17][C:18]([C:20]1[O:21][C:22]2[CH:28]=[CH:27][C:26]([O:29][CH3:30])=[CH:25][C:23]=2[CH:24]=1)=[O:19])[C:10](=[O:11])[NH:9][C@@H:8]1[CH2:7][C@@H:6]([CH3:31])[CH2:5][N:4]([S:32]([C:35]2[CH:40]=[CH:39][CH:38]=[CH:37][N:36]=2)(=[O:34])=[O:33])[CH2:3][C:2]1=[O:1]. Given the reactants [OH:1][CH:2]1[CH:8]([NH:9][C:10]([C@@H:12]([NH:17][C:18]([C:20]2[O:21][C:22]3[CH:28]=[CH:27][C:26]([O:29][CH3:30])=[CH:25][C:23]=3[CH:24]=2)=[O:19])[CH2:13][CH:14]([CH3:16])[CH3:15])=[O:11])[CH2:7][CH:6]([CH3:31])[CH2:5][N:4]([S:32]([C:35]2[CH:40]=[CH:39][CH:38]=[CH:37][N:36]=2)(=[O:34])=[O:33])[CH2:3]1.CC(OI1(OC(C)=O)(OC(C)=O)OC(=O)C2C=CC=CC1=2)=O, predict the reaction product.